This data is from Catalyst prediction with 721,799 reactions and 888 catalyst types from USPTO. The task is: Predict which catalyst facilitates the given reaction. (1) Reactant: [OH:1][CH2:2][CH2:3][NH:4][C:5](=[O:11])[O:6][C:7]([CH3:10])([CH3:9])[CH3:8].CCN(CC)CC.[CH3:19][S:20](Cl)(=[O:22])=[O:21]. Product: [CH3:19][S:20]([O:1][CH2:2][CH2:3][NH:4][C:5]([O:6][C:7]([CH3:8])([CH3:10])[CH3:9])=[O:11])(=[O:22])=[O:21]. The catalyst class is: 4. (2) The catalyst class is: 16. Product: [CH2:1]([O:3][C:4]1[CH:17]=[CH:16][C:15]2[C:14]3[C:9](=[C:10]([F:21])[C:11]([CH2:18][CH2:19][CH3:20])=[CH:12][CH:13]=3)[C:8](=[O:22])[C:7](=[O:23])[C:6]=2[C:5]=1[F:24])[CH3:2]. Reactant: [CH2:1]([O:3][C:4]1[CH:17]=[CH:16][C:15]2[C:14]3[C:9](=[C:10]([F:21])[C:11]([CH2:18][CH2:19][CH3:20])=[CH:12][CH:13]=3)[CH:8]([OH:22])[CH:7]([OH:23])[C:6]=2[C:5]=1[F:24])[CH3:2]. (3) Reactant: [F:1][C:2]1[CH:3]=[C:4]([C@H:10]2[CH2:14][CH2:13][CH2:12][N:11]2[C:15]2[CH:20]=[CH:19][N:18]3[N:21]=[CH:22][C:23]([C:24]([O:26][CH2:27][CH3:28])=[O:25])=[C:17]3[N:16]=2)[C:5]([O:8]C)=[N:6][CH:7]=1.CC(O)=O.Br. Product: [F:1][C:2]1[CH:3]=[C:4]([C@H:10]2[CH2:14][CH2:13][CH2:12][N:11]2[C:15]2[CH:20]=[CH:19][N:18]3[N:21]=[CH:22][C:23]([C:24]([O:26][CH2:27][CH3:28])=[O:25])=[C:17]3[N:16]=2)[C:5](=[O:8])[NH:6][CH:7]=1. The catalyst class is: 25. (4) Reactant: [NH:1]1[CH2:5][CH2:4][CH2:3][C:2]1=[O:6].C1(C)C=CC=CC=1.[OH-].[Na+].[C:16](Cl)([O:18][CH2:19][CH:20]1[C:32]2[C:27](=[CH:28][CH:29]=[CH:30][CH:31]=2)[C:26]2[C:21]1=[CH:22][CH:23]=[CH:24][CH:25]=2)=[O:17]. Product: [O:6]=[C:2]1[CH2:3][CH2:4][CH2:5][N:1]1[C:16]([O:18][CH2:19][CH:20]1[C:21]2[CH:22]=[CH:23][CH:24]=[CH:25][C:26]=2[C:27]2[C:32]1=[CH:31][CH:30]=[CH:29][CH:28]=2)=[O:17]. The catalyst class is: 6.